From a dataset of Full USPTO retrosynthesis dataset with 1.9M reactions from patents (1976-2016). Predict the reactants needed to synthesize the given product. (1) Given the product [I:5][C:16]1[CH:17]=[CH:18][C:13]([S:12]([F:24])([F:23])([F:22])([F:21])[F:11])=[CH:14][CH:15]=1, predict the reactants needed to synthesize it. The reactants are: C[Si]([I:5])(C)C.F[B-](F)(F)F.[F:11][S:12]([F:24])([F:23])([F:22])([F:21])[C:13]1[CH:18]=[CH:17][C:16]([N+]#N)=[CH:15][CH:14]=1. (2) Given the product [C:1]([O:4][C:5]1[CH:10]=[CH:9][C:8]([NH:11][C:12](=[O:14])[CH3:13])=[C:7]([NH:15][CH2:27][C:18]2[C:17]([Cl:16])=[CH:22][C:21]([C:23]([F:26])([F:24])[F:25])=[CH:20][N:19]=2)[CH:6]=1)(=[O:3])[CH3:2], predict the reactants needed to synthesize it. The reactants are: [C:1]([O:4][C:5]1[CH:10]=[CH:9][C:8]([NH:11][C:12](=[O:14])[CH3:13])=[C:7]([NH2:15])[CH:6]=1)(=[O:3])[CH3:2].[Cl:16][C:17]1[C:18]([CH2:27]Cl)=[N:19][CH:20]=[C:21]([C:23]([F:26])([F:25])[F:24])[CH:22]=1. (3) The reactants are: [CH2:1]([N:4]([CH2:8][C:9]1[CH:14]=[CH:13][C:12]([NH:15][C:16](=[O:43])[C:17]2[CH:22]=[CH:21][C:20]([CH2:23][N:24]([CH2:37][C:38]3[NH:39][CH:40]=[CH:41][N:42]=3)[CH2:25][C:26]3[N:27]([CH2:31][CH2:32][O:33]COC)[CH:28]=[CH:29][N:30]=3)=[CH:19][CH:18]=2)=[CH:11][CH:10]=1)[CH2:5][CH2:6][CH3:7])[CH2:2][CH3:3].Cl. Given the product [CH2:1]([N:4]([CH2:8][C:9]1[CH:10]=[CH:11][C:12]([NH:15][C:16](=[O:43])[C:17]2[CH:22]=[CH:21][C:20]([CH2:23][N:24]([CH2:25][C:26]3[N:27]([CH2:31][CH2:32][OH:33])[CH:28]=[CH:29][N:30]=3)[CH2:37][C:38]3[NH:39][CH:40]=[CH:41][N:42]=3)=[CH:19][CH:18]=2)=[CH:13][CH:14]=1)[CH2:5][CH2:6][CH3:7])[CH2:2][CH3:3], predict the reactants needed to synthesize it. (4) Given the product [Si:1]([O:18][CH2:19][C:20]1[N:25]=[C:24]([C:26](=[N:50][OH:51])[C:27]([O:29][CH2:30][CH3:31])=[O:28])[C:23]([F:33])=[C:22]([Cl:34])[C:21]=1[N:35]1[CH2:36][C@H:37]([CH3:42])[O:38][C@H:39]([CH3:41])[CH2:40]1)([C:14]([CH3:17])([CH3:15])[CH3:16])([C:8]1[CH:9]=[CH:10][CH:11]=[CH:12][CH:13]=1)[C:2]1[CH:7]=[CH:6][CH:5]=[CH:4][CH:3]=1, predict the reactants needed to synthesize it. The reactants are: [Si:1]([O:18][CH2:19][C:20]1[N:25]=[C:24]([C:26](=O)[C:27]([O:29][CH2:30][CH3:31])=[O:28])[C:23]([F:33])=[C:22]([Cl:34])[C:21]=1[N:35]1[CH2:40][C@H:39]([CH3:41])[O:38][C@H:37]([CH3:42])[CH2:36]1)([C:14]([CH3:17])([CH3:16])[CH3:15])([C:8]1[CH:13]=[CH:12][CH:11]=[CH:10][CH:9]=1)[C:2]1[CH:7]=[CH:6][CH:5]=[CH:4][CH:3]=1.N1C=CC=CC=1.Cl.[NH2:50][OH:51]. (5) The reactants are: [Cl:1][C:2]1[C:3]([O:12][CH3:13])=[C:4]([CH:7]=[CH:8][C:9]=1[O:10][CH3:11])[CH:5]=O.C(O)(=O)[CH2:15][C:16]([OH:18])=[O:17].N1CCCCC1. Given the product [Cl:1][C:2]1[C:3]([O:12][CH3:13])=[C:4]([CH:5]=[CH:15][C:16]([OH:18])=[O:17])[CH:7]=[CH:8][C:9]=1[O:10][CH3:11], predict the reactants needed to synthesize it. (6) Given the product [C:1](=[O:26])([O:23][CH2:24][I:27])[O:2][CH2:3][CH2:4][O:5][C:6](=[O:22])[C@H:7]([CH:19]([CH3:21])[CH3:20])[NH:8][C:9]([O:11][CH2:12][C:13]1[CH:18]=[CH:17][CH:16]=[CH:15][CH:14]=1)=[O:10], predict the reactants needed to synthesize it. The reactants are: [C:1](=[O:26])([O:23][CH2:24]Cl)[O:2][CH2:3][CH2:4][O:5][C:6](=[O:22])[C@H:7]([CH:19]([CH3:21])[CH3:20])[NH:8][C:9]([O:11][CH2:12][C:13]1[CH:18]=[CH:17][CH:16]=[CH:15][CH:14]=1)=[O:10].[I-:27].[Na+]. (7) Given the product [F:33][CH:13]([P:6](=[O:5])([OH:7])[OH:12])[C:14]1[C:19]([C:20]2[CH:25]=[CH:24][CH:23]=[CH:22][CH:21]=2)=[N:18][C:17]([CH3:26])=[C:16]([OH:27])[C:15]=1[CH2:30][OH:29], predict the reactants needed to synthesize it. The reactants are: C([O:5][P:6]([CH:13]([F:33])[C:14]1[C:19]([C:20]2[CH:25]=[CH:24][CH:23]=[CH:22][CH:21]=2)=[N:18][C:17]([CH3:26])=[C:16]2[O:27]C(C)(C)[O:29][CH2:30][C:15]=12)(=[O:12])[O:7]C(C)(C)C)(C)(C)C.